This data is from Reaction yield outcomes from USPTO patents with 853,638 reactions. The task is: Predict the reaction yield, written as a fraction of the theoretical maximum amount of product (1.0 means a 100% yield; for example, 0.34 means a 34% yield). The reactants are [O:1]=[C:2]1[C@@:6]([N:12]2[CH:16]=[CH:15][CH:14]=[CH:13]2)([C:7]([O:9][CH2:10][CH3:11])=[O:8])[CH2:5][C:4](=[O:17])[NH:3]1.[CH:18]([NH:21][CH:22]([CH3:24])[CH3:23])([CH3:20])[CH3:19].CCCCCC. The catalyst is C(OCC)(=O)C. The product is [CH:18]([NH:21][CH:22]([CH3:24])[CH3:23])([CH3:20])[CH3:19].[O:1]=[C:2]1[C@@:6]([N:12]2[CH:13]=[CH:14][CH:15]=[CH:16]2)([C:7]([O:9][CH2:10][CH3:11])=[O:8])[CH2:5][C:4](=[O:17])[NH:3]1. The yield is 0.600.